Dataset: Reaction yield outcomes from USPTO patents with 853,638 reactions. Task: Predict the reaction yield, written as a fraction of the theoretical maximum amount of product (1.0 means a 100% yield; for example, 0.34 means a 34% yield). (1) The reactants are [ClH:1].[N:2]1[CH:7]=[CH:6][CH:5]=[CH:4][C:3]=1[N:8]([CH2:32][CH2:33][C:34]([O:36][CH2:37][CH3:38])=[O:35])[C:9]([C:11]1[CH:31]=[CH:30][C:14]2[N:15]([CH3:29])[C:16]([CH2:18][NH:19][C:20]3[CH:25]=[CH:24][C:23]([C:26](=[NH:28])[NH2:27])=[CH:22][CH:21]=3)=[N:17][C:13]=2[CH:12]=1)=[O:10].Cl. The catalyst is C(O)CCCCC. The product is [ClH:1].[N:2]1[CH:7]=[CH:6][CH:5]=[CH:4][C:3]=1[N:8]([CH2:32][CH2:33][C:34]([O:36][CH2:37][CH2:38][CH2:3][CH2:4][CH2:5][CH3:6])=[O:35])[C:9]([C:11]1[CH:31]=[CH:30][C:14]2[N:15]([CH3:29])[C:16]([CH2:18][NH:19][C:20]3[CH:25]=[CH:24][C:23]([C:26](=[NH:27])[NH2:28])=[CH:22][CH:21]=3)=[N:17][C:13]=2[CH:12]=1)=[O:10]. The yield is 0.530. (2) The reactants are [F:1][C:2]1[CH:3]=[C:4]([Cl:29])[C:5]([O:27][CH3:28])=[C:6]([CH:8]([C:10]2[C:11]([S:23]([CH3:26])(=[O:25])=[O:24])=[C:12]([NH2:22])[CH:13]=[C:14]([N:16]3[CH2:21][CH2:20][NH:19][CH2:18][CH2:17]3)[CH:15]=2)[CH3:9])[CH:7]=1.C(=O)=O.CO.Cl. The catalyst is ClCCl. The product is [ClH:29].[F:1][C:2]1[CH:3]=[C:4]([Cl:29])[C:5]([O:27][CH3:28])=[C:6]([CH:8]([C:10]2[C:11]([S:23]([CH3:26])(=[O:25])=[O:24])=[C:12]([NH2:22])[CH:13]=[C:14]([N:16]3[CH2:17][CH2:18][NH:19][CH2:20][CH2:21]3)[CH:15]=2)[CH3:9])[CH:7]=1. The yield is 0.840.